This data is from Experimentally validated miRNA-target interactions with 360,000+ pairs, plus equal number of negative samples. The task is: Binary Classification. Given a miRNA mature sequence and a target amino acid sequence, predict their likelihood of interaction. (1) The miRNA is hsa-miR-374c-3p with sequence CACUUAGCAGGUUGUAUUAUAU. The protein sequence of the target gene is MAAALKCLLTLGRWCPGLGVAPQARALAALVPGVTQVDNKSGFLQKRPHRQHPGILKLPHVRLPQALANGAQLLLLGSAGPTMENQVQTLTSYLWSRHLPVEPEELQRRARHLEKKFLENPDLSQTEEKLRGAVLHALRKTTYHWQELSYTEGLSLVYMAARLDGGFAAVSRAFHEIRARNPAFQPQTLMDFGSGTGSVTWAAHSIWGQSLREYMCVDRSAAMLVLAEKLLKGGSESGEPYIPGVFFRQFLPVSPKVQFDVVVSAFSLSELPSKADRTEVVQTLWRKTGHFLVLVENGTK.... Result: 0 (no interaction). (2) Result: 0 (no interaction). The protein sequence of the target gene is MAADSREEKDGELNVLDDILTEVPEQDDELYNPESEQDKNEKKGSKRKSERMESTDTKRQKPSIHSRQLISKPLSSSVSNNKRIVSTKGKSVTEYKNEEYQRSERNKRLDADRKIRLSSSSSREPYKSQPEKTCLRKRDSERRAKSPTPDGSERIGLEVDRRASRSSQSSKEEVNSEDYGSDHETGSSGSSEQGNNTENEEEGGEEDVEEDEEVDEDAEDDEEVDEDAEEEEEEDEEEEEDEDEDEEEEEYEQDERDQKEEGNDYDTRSEASDSGSESVSFTDGSVRSGSGTDGSDEKKK.... The miRNA is hsa-miR-6777-3p with sequence UCCACUCUCCUGGCCCCCAG. (3) The miRNA is hsa-miR-335-5p with sequence UCAAGAGCAAUAACGAAAAAUGU. The protein sequence of the target gene is MRVLGGRCGALLACLLLVLPVSEANFLSKQQASQVLVRKRRANSLLEETKQGNLERECIEELCNKEEAREVFENDPETDYFYPKYLVCLRSFQTGLFTAARQSTNAYPDLRSCVNAIPDQCSPLPCNEDGYMSCKDGKASFTCTCKPGWQGEKCEFDINECKDPSNINGGCSQICDNTPGSYHCSCKNGFVMLSNKKDCKDVDECSLKPSICGTAVCKNIPGDFECECPEGYRYNLKSKSCEDIDECSENMCAQLCVNYPGGYTCYCDGKKGFKLAQDQKSCEVVSVCLPLNLDTKYELL.... Result: 1 (interaction). (4) The miRNA is mmu-miR-7028-3p with sequence CCUUCUCUUCCCCCUCGGCCAG. The protein sequence of the target gene is MEPAAGIQRRSSQGPTVPPPPRGHAPPAAAPGPAPLSSPVREPPQLEEERQVRISESGQFSDGLEDRGLLESSTRLKPHEAQNYRKKALWVSWFSIIVTLALAVAAFTVSVMRYSASAFGFAFDAILDVLSSAIVLWRYSNAAAVHSAHREYIACVILGVIFLLSSICIVVKAIHDLSTRLLPEVDDFLFSVSILSGILCSILAVLKFMLGKVLTSRALITDGFNSLVGGVMGFSILLSAEVFKHDSAVWYLDGSIGVLIGLTIFAYGVKLLIDMVPRVRQTRHYEMFE. Result: 0 (no interaction). (5) The miRNA is hsa-miR-106b-5p with sequence UAAAGUGCUGACAGUGCAGAU. The protein sequence of the target gene is MDPNTIIEALRGTMDPALREAAERQLNEAHKSLNFVSTLLQITMSEQLDLPVRQAGVIYLKNMITQYWPDRETAPGDISPYTIPEEDRHCIRENIVEAIIHSPELIRVQLTTCIHHIIKHDYPSRWTAIVDKIGFYLQSDNSACWLGILLCLYQLVKNYEYKKPEERSPLVAAMQHFLPVLKDRFIQLLSDQSDQSVLIQKQIFKIFYALVQYTLPLELINQQNLTEWIEILKTVVNRDVPNETLQVEEDDRPELPWWKCKKWALHILARLFERYGSPGNVSKEYNEFAEVFLKAFAVGV.... Result: 1 (interaction).